This data is from Forward reaction prediction with 1.9M reactions from USPTO patents (1976-2016). The task is: Predict the product of the given reaction. Given the reactants [CH3:1][S:2][C:3]1[N:8]=[CH:7][C:6]([C:9]#[C:10][Si](C)(C)C)=[CH:5][N:4]=1.FC(F)(F)S(O[C:21]1[CH2:22][CH2:23][N:24]([S:27]([CH2:30][C:31]2([CH3:38])[C:35](=[O:36])[NH:34][C:33](=[O:37])[NH:32]2)(=[O:29])=[O:28])[CH2:25][CH:26]=1)(=O)=O, predict the reaction product. The product is: [CH3:38][C@:31]1([CH2:30][S:27]([N:24]2[CH2:23][CH:22]=[C:21]([C:10]#[C:9][C:6]3[CH:5]=[N:4][C:3]([S:2][CH3:1])=[N:8][CH:7]=3)[CH2:26][CH2:25]2)(=[O:29])=[O:28])[NH:32][C:33](=[O:37])[NH:34][C:35]1=[O:36].